From a dataset of Full USPTO retrosynthesis dataset with 1.9M reactions from patents (1976-2016). Predict the reactants needed to synthesize the given product. (1) Given the product [CH3:13][O:12][C:7]1[CH:6]=[CH:5][C:4]2[C:9](=[CH:10][CH:11]=[C:2]([C:19]3[CH:20]=[CH:21][C:16]([O:15][CH3:14])=[CH:17][CH:18]=3)[CH:3]=2)[CH:8]=1, predict the reactants needed to synthesize it. The reactants are: Br[C:2]1[CH:11]=[CH:10][C:9]2[C:4](=[CH:5][CH:6]=[C:7]([O:12][CH3:13])[CH:8]=2)[CH:3]=1.[CH3:14][O:15][C:16]1[CH:21]=[CH:20][C:19]([Mg]Br)=[CH:18][CH:17]=1.C1COCC1. (2) Given the product [CH3:1][N:2]([C:36]([C@@H:34]1[CH2:33][S:32][C:31](=[O:30])[NH:35]1)=[O:37])[CH:3]1[CH2:7][CH2:6][N:5]([C:8]2[CH:9]=[CH:10][C:11]([NH:14][C:15]([N:17]3[CH2:18][CH2:19][CH:20]([C:23]4[CH:24]=[CH:25][C:26]([Cl:29])=[CH:27][CH:28]=4)[CH2:21][CH2:22]3)=[O:16])=[CH:12][CH:13]=2)[CH2:4]1, predict the reactants needed to synthesize it. The reactants are: [CH3:1][NH:2][C@@H:3]1[CH2:7][CH2:6][N:5]([C:8]2[CH:13]=[CH:12][C:11]([NH:14][C:15]([N:17]3[CH2:22][CH2:21][CH:20]([C:23]4[CH:28]=[CH:27][C:26]([Cl:29])=[CH:25][CH:24]=4)[CH2:19][CH2:18]3)=[O:16])=[CH:10][CH:9]=2)[CH2:4]1.[O:30]=[C:31]1[NH:35][CH:34]([C:36](O)=[O:37])[CH2:33][S:32]1. (3) Given the product [NH2:1][C:2]1[S:3][C:4]([C:10]2[CH:15]=[CH:14][CH:13]=[CH:12][CH:11]=2)=[CH:5][C:6]=1[C:7]([NH:30][C@H:25]1[CH2:27][CH2:28][CH2:29][N:23]([C:21]([O:20][C:16]([CH3:17])([CH3:18])[CH3:19])=[O:22])[CH2:24]1)=[O:9], predict the reactants needed to synthesize it. The reactants are: [NH2:1][C:2]1[S:3][C:4]([C:10]2[CH:15]=[CH:14][CH:13]=[CH:12][CH:11]=2)=[CH:5][C:6]=1[C:7]([OH:9])=O.[C:16]([O:20][C:21]([N:23]1[CH2:29][CH2:28][CH2:27]C[C@H:25]([NH2:30])[CH2:24]1)=[O:22])([CH3:19])([CH3:18])[CH3:17].F[P-](F)(F)(F)(F)F.N1(O[P+](N(C)C)(N(C)C)N(C)C)C2C=CC=CC=2N=N1. (4) Given the product [C:3]12[CH:2]=[C:22]3[N:23]=[C:19]([CH:20]=[CH:21]3)[CH:18]=[C:17]3[NH:33][C:14]([CH:15]=[CH:16]3)=[CH:13][C:12]3=[N:35][C:9]([CH:10]=[CH:11]3)=[CH:8][C:6]([NH:7]1)=[CH:5][CH:4]=2, predict the reactants needed to synthesize it. The reactants are: Br[C:2]1[C:3]2[NH:7][C:6]([C:8](C3C(C)=CC(C)=CC=3C)=[C:9]3[N:35]=[C:12]([C:13](Br)=[C:14]4[NH:33][C:17](=[C:18](C5C(C)=CC(C)=CC=5C)[C:19]5[CH:20]=[CH:21][C:22]=1[N:23]=5)[CH:16]=[CH:15]4)[CH:11]=[CH:10]3)=[CH:5][CH:4]=2.C([C@@H]1COC(=O)N1)C1C=CC=CC=1.CC1(C)C2C(=C(P(C3C=CC=CC=3)C3C=CC=CC=3)C=CC=2)OC2C(P(C3C=CC=CC=3)C3C=CC=CC=3)=CC=CC1=2.C([O-])([O-])=O.[Cs+].[Cs+]. (5) Given the product [CH2:17]([NH:16][C:14]1[C:13]([N+:19]([O-:21])=[O:20])=[CH:12][N:11]=[C:10]([O:1][C:2]2[CH:7]=[CH:6][CH:5]=[CH:4][CH:3]=2)[CH:15]=1)[CH3:18], predict the reactants needed to synthesize it. The reactants are: [O-:1][C:2]1[CH:7]=[CH:6][CH:5]=[CH:4][CH:3]=1.[Na+].Cl[C:10]1[CH:15]=[C:14]([NH:16][CH2:17][CH3:18])[C:13]([N+:19]([O-:21])=[O:20])=[CH:12][N:11]=1.O. (6) Given the product [O:35]=[C:33]1[C:32]2[C:31](=[CH:39][CH:38]=[CH:37][CH:36]=2)[C:30](=[O:40])[N:34]1[CH2:16][CH:17]1[CH2:22][CH2:21][CH2:20][N:19]([C:23]([O:25][C:26]([CH3:29])([CH3:28])[CH3:27])=[O:24])[CH2:18]1, predict the reactants needed to synthesize it. The reactants are: N(C(OC(C)C)=O)=NC(OC(C)C)=O.O[CH2:16][CH:17]1[CH2:22][CH2:21][CH2:20][N:19]([C:23]([O:25][C:26]([CH3:29])([CH3:28])[CH3:27])=[O:24])[CH2:18]1.[C:30]1(=[O:40])[NH:34][C:33](=[O:35])[C:32]2=[CH:36][CH:37]=[CH:38][CH:39]=[C:31]12.C1(P(C2C=CC=CC=2)C2C=CC=CC=2)C=CC=CC=1. (7) Given the product [C:19]([O:23][C:24](=[O:33])[N:25]([CH:26]1[CH2:27][CH2:28][N:29]([C:2]2[C:11]3[C:6](=[CH:7][CH:8]=[CH:9][CH:10]=3)[C:5]([C:12]3[CH:17]=[CH:16][C:15]([F:18])=[CH:14][CH:13]=3)=[N:4][N:3]=2)[CH2:30][CH2:31]1)[CH3:32])([CH3:22])([CH3:20])[CH3:21], predict the reactants needed to synthesize it. The reactants are: Cl[C:2]1[C:11]2[C:6](=[CH:7][CH:8]=[CH:9][CH:10]=2)[C:5]([C:12]2[CH:17]=[CH:16][C:15]([F:18])=[CH:14][CH:13]=2)=[N:4][N:3]=1.[C:19]([O:23][C:24](=[O:33])[N:25]([CH3:32])[CH:26]1[CH2:31][CH2:30][NH:29][CH2:28][CH2:27]1)([CH3:22])([CH3:21])[CH3:20].C(N(CC)CC)C. (8) Given the product [O:12]1[C:16]2([CH2:21][CH2:20][C:19]([C:2]3[CH:11]=[CH:10][C:5]([C:6]([O:8][CH3:9])=[O:7])=[CH:4][N:3]=3)=[CH:18][CH2:17]2)[O:15][CH2:14][CH2:13]1, predict the reactants needed to synthesize it. The reactants are: Br[C:2]1[CH:11]=[CH:10][C:5]([C:6]([O:8][CH3:9])=[O:7])=[CH:4][N:3]=1.[O:12]1[C:16]2([CH2:21][CH2:20][C:19](B(O)O)=[CH:18][CH2:17]2)[O:15][CH2:14][CH2:13]1.C1(P(C2CCCCC2)C2C=CC=CC=2C2C(OC)=CC=CC=2OC)CCCCC1.P([O-])([O-])([O-])=O.[K+].[K+].[K+].